Task: Predict which catalyst facilitates the given reaction.. Dataset: Catalyst prediction with 721,799 reactions and 888 catalyst types from USPTO Reactant: [C:1]([O:5][C:6]([NH:8][C@@:9]1([C:24]([O:26][C:27]([CH3:30])([CH3:29])[CH3:28])=[O:25])[C:14](=[CH2:15])[C:13](=[O:16])[C@@H:12]2[C@H:10]1[C@H:11]2[C:17]([O:19][C:20]([CH3:23])([CH3:22])[CH3:21])=[O:18])=[O:7])([CH3:4])([CH3:3])[CH3:2].[F:31][C:32]1[CH:33]=[C:34]([SH:39])[CH:35]=[CH:36][C:37]=1[F:38].C(N(CC)CC)C. Product: [C:1]([O:5][C:6]([NH:8][C@@:9]1([C:24]([O:26][C:27]([CH3:30])([CH3:29])[CH3:28])=[O:25])[C@H:14]([CH2:15][S:39][C:34]2[CH:35]=[CH:36][C:37]([F:38])=[C:32]([F:31])[CH:33]=2)[C:13](=[O:16])[C@@H:12]2[C@H:10]1[C@H:11]2[C:17]([O:19][C:20]([CH3:21])([CH3:23])[CH3:22])=[O:18])=[O:7])([CH3:4])([CH3:2])[CH3:3]. The catalyst class is: 11.